From a dataset of Forward reaction prediction with 1.9M reactions from USPTO patents (1976-2016). Predict the product of the given reaction. (1) Given the reactants [NH2:1][C:2]1[CH:17]=[CH:16][C:5]([C:6]([NH:8][CH2:9][CH2:10][N:11]([CH2:14][CH3:15])[CH2:12][CH3:13])=[O:7])=[C:4]([O:18][CH3:19])[CH:3]=1.[CH2:20]1[O:31][C:30]2[CH:29]=[CH:28][C:24]([C:25](Cl)=[O:26])=[CH:23][C:22]=2[O:21]1, predict the reaction product. The product is: [CH2:14]([N:11]([CH2:12][CH3:13])[CH2:10][CH2:9][NH:8][C:6]([C:5]1[C:4]([O:18][CH3:19])=[CH:3][C:2]([NH:1][C:25]([C:24]2[CH:28]=[CH:29][C:30]3[O:31][CH2:20][O:21][C:22]=3[CH:23]=2)=[O:26])=[CH:17][CH:16]=1)=[O:7])[CH3:15]. (2) Given the reactants [F:1][C:2]1[CH:7]=[CH:6][C:5]([CH2:8][C:9]2[CH:18]=[C:17]3[C:12]([C:13]([OH:25])=[C:14]([C:20](OCC)=[O:21])[C:15](=[O:19])[NH:16]3)=[N:11][CH:10]=2)=[CH:4][CH:3]=1.[O:26]1[CH2:30][CH2:29][CH2:28][CH:27]1[CH2:31][NH2:32], predict the reaction product. The product is: [F:1][C:2]1[CH:7]=[CH:6][C:5]([CH2:8][C:9]2[CH:18]=[C:17]3[C:12]([C:13]([OH:25])=[C:14]([C:20]([NH:32][CH2:31][CH:27]4[CH2:28][CH2:29][CH2:30][O:26]4)=[O:21])[C:15](=[O:19])[NH:16]3)=[N:11][CH:10]=2)=[CH:4][CH:3]=1. (3) Given the reactants C(O[C@H]1[C@@H](OC(=O)C)[C@H](COC(=O)C)O[C@@H]1N1C=NC(C(OC)=O)=N1)(=O)C.O.[CH:29]1[N:33]([C@@H:34]2[O:38][C@H:37]([CH2:39][OH:40])[C@@H:36]([OH:41])[C@H:35]2[OH:42])[N:32]=[C:31]([C:43]([NH2:45])=[O:44])[N:30]=1, predict the reaction product. The product is: [C@H:34]1([N:33]2[CH:29]=[N:30][C:31]([C:43]([NH2:45])=[O:44])=[N:32]2)[O:38][C@@H:37]([CH2:39][OH:40])[C@H:36]([OH:41])[C@@H:35]1[OH:42]. (4) Given the reactants [NH:1]1[C:9]2[C:4](=[CH:5][CH:6]=[CH:7][CH:8]=2)[C:3]2([C:21]3[C:12](=[CH:13][C:14]4[O:19][CH2:18][CH2:17][O:16][C:15]=4[CH:20]=3)[O:11][CH2:10]2)[C:2]1=[O:22].N1C2C(=CC=CC=2)C2(C3=CC4OCOC=4C=C3OC2)C1=O.Cl[CH2:45][C:46]1[O:50][C:49]([C:51]([O:53][CH3:54])=[O:52])=[CH:48][CH:47]=1.COC1C=CC(CCl)=CC=1, predict the reaction product. The product is: [O:22]=[C:2]1[C:3]2([C:21]3[C:12](=[CH:13][C:14]4[O:19][CH2:18][CH2:17][O:16][C:15]=4[CH:20]=3)[O:11][CH2:10]2)[C:4]2[C:9](=[CH:8][CH:7]=[CH:6][CH:5]=2)[N:1]1[CH2:45][C:46]1[O:50][C:49]([C:51]([O:53][CH3:54])=[O:52])=[CH:48][CH:47]=1. (5) The product is: [Cl:13][C:10]1[C:9]2[C:4](=[CH:5][C:6]([F:15])=[CH:7][C:8]=2[F:14])[N:3]=[C:2]([N:21]2[C:22](=[O:24])[CH2:23][C:19]3([CH2:16][O:17][CH2:18]3)[CH2:20]2)[C:11]=1[CH3:12]. Given the reactants Cl[C:2]1[C:11]([CH3:12])=[C:10]([Cl:13])[C:9]2[C:4](=[CH:5][C:6]([F:15])=[CH:7][C:8]=2[F:14])[N:3]=1.[CH2:16]1[C:19]2([CH2:23][C:22](=[O:24])[NH:21][CH2:20]2)[CH2:18][O:17]1.CC1(C)C2C=CC=C(P(C3C=CC=CC=3)C3C=CC=CC=3)C=2OC2C1=CC=CC=2P(C1C=CC=CC=1)C1C=CC=CC=1.C(=O)([O-])[O-].[Cs+].[Cs+], predict the reaction product. (6) Given the reactants C([O:8][N:9]([CH2:12][C@@H:13]([CH2:17][CH2:18][CH2:19][CH3:20])[C:14]([OH:16])=O)[CH:10]=[O:11])C1C=CC=CC=1.[NH:21]1[CH2:25][CH2:24][CH2:23][C@H:22]1[C:26]1[O:27][C:28]2[C:29]([N:34]=1)=[N:30][CH:31]=[CH:32][CH:33]=2, predict the reaction product. The product is: [OH:8][N:9]([CH2:12][C@H:13]([C:14]([N:21]1[CH2:25][CH2:24][CH2:23][C@H:22]1[C:26]1[O:27][C:28]2[C:29]([N:34]=1)=[N:30][CH:31]=[CH:32][CH:33]=2)=[O:16])[CH2:17][CH2:18][CH2:19][CH3:20])[CH:10]=[O:11]. (7) The product is: [Br:1][C:2]1[CH:11]=[C:10]([Cl:12])[CH:9]=[C:8]([F:13])[C:3]=1[C:4]1[N:5]=[C:16]([CH3:17])[O:7][N:6]=1. Given the reactants [Br:1][C:2]1[CH:11]=[C:10]([Cl:12])[CH:9]=[C:8]([F:13])[C:3]=1[C:4]([NH:6][OH:7])=[NH:5].CO[C:16](OC)(N(C)C)[CH3:17], predict the reaction product. (8) Given the reactants [S:1]=[C:2]1[NH:6][C:5]2[CH:7]=[C:8]([C:11]#[N:12])[CH:9]=[CH:10][C:4]=2[S:3]1.[CH3:13]CN(CC)CC.CI, predict the reaction product. The product is: [CH3:13][S:1][C:2]1[S:3][C:4]2[CH:10]=[CH:9][C:8]([C:11]#[N:12])=[CH:7][C:5]=2[N:6]=1. (9) Given the reactants [F:1][C:2]1[CH:7]=[C:6]([F:8])[CH:5]=[CH:4][C:3]=1[N:9]1[C:13]([C:14]2[CH:19]=[CH:18][C:17]([N+:20]([O-:22])=O)=[CH:16][CH:15]=2)=[CH:12][CH:11]=[N:10]1.[F:23][C:24]1[CH:29]=[CH:28][C:27]([CH2:30]C#N)=[CH:26][CH:25]=1, predict the reaction product. The product is: [F:1][C:2]1[CH:7]=[C:6]([F:8])[CH:5]=[CH:4][C:3]=1[N:9]1[C:13]([C:14]2[CH:19]=[CH:18][C:17]3=[N:20][O:22][C:30]([C:27]4[CH:28]=[CH:29][C:24]([F:23])=[CH:25][CH:26]=4)=[C:16]3[CH:15]=2)=[CH:12][CH:11]=[N:10]1.